From a dataset of Full USPTO retrosynthesis dataset with 1.9M reactions from patents (1976-2016). Predict the reactants needed to synthesize the given product. (1) Given the product [N:35]1([CH2:40][CH2:41][O:13][C:14]2[CH:23]=[C:22]3[C:17]([C:18](=[O:32])[N:19]([CH2:24][O:25][C:26](=[O:31])[C:27]([CH3:28])([CH3:29])[CH3:30])[CH:20]=[N:21]3)=[CH:16][C:15]=2[O:33][CH3:34])[CH:39]=[CH:38][N:37]=[CH:36]1, predict the reactants needed to synthesize it. The reactants are: N(C(OCC)=O)=NC(OCC)=O.[OH:13][C:14]1[CH:23]=[C:22]2[C:17]([C:18](=[O:32])[N:19]([CH2:24][O:25][C:26](=[O:31])[C:27]([CH3:30])([CH3:29])[CH3:28])[CH:20]=[N:21]2)=[CH:16][C:15]=1[O:33][CH3:34].[N:35]1([CH2:40][CH2:41]O)[CH:39]=[CH:38][N:37]=[CH:36]1.C1(P(C2C=CC=CC=2)C2C=CC=CC=2)C=CC=CC=1. (2) Given the product [CH3:22][Si:23]([CH3:30])([CH3:29])[O:20][C@H:18]1[CH2:17][CH2:16][C@@:15]2([CH3:21])[C:14](=[CH:13][CH2:12][C@@H:6]3[C@@H:5]2[CH2:4][CH2:3][C@@:2]2([CH3:1])[C@H:7]3[CH2:8][CH2:9][C:10]2=[O:11])[CH2:19]1, predict the reactants needed to synthesize it. The reactants are: [CH3:1][C@@:2]12[C:10](=[O:11])[CH2:9][CH2:8][C@H:7]1[C@@H:6]1[CH2:12][CH:13]=[C:14]3[CH2:19][C@@H:18]([OH:20])[CH2:17][CH2:16][C@:15]3([CH3:21])[C@H:5]1[CH2:4][CH2:3]2.[CH3:22][Si:23]([CH3:30])([CH3:29])N[Si:23]([CH3:30])([CH3:29])[CH3:22].S1(C2C(=CC=CC=2)C(=O)N1)(=O)=O.